From a dataset of Reaction yield outcomes from USPTO patents with 853,638 reactions. Predict the reaction yield, written as a fraction of the theoretical maximum amount of product (1.0 means a 100% yield; for example, 0.34 means a 34% yield). (1) The catalyst is C(O)CCC. The yield is 0.230. The reactants are [Br:1][C:2]1[C:6]2=[N:7][C:8]([C:11]([NH:13][NH2:14])=[O:12])=[CH:9][CH:10]=[C:5]2[O:4][CH:3]=1.[C:15](OCC)(OCC)(OCC)[CH3:16].N12CCCN=C1CCCCC2. The product is [Br:1][C:2]1[C:6]2=[N:7][C:8]([C:11]3[O:12][C:15]([CH3:16])=[N:14][N:13]=3)=[CH:9][CH:10]=[C:5]2[O:4][CH:3]=1. (2) The reactants are [NH2:1][C@@H:2]([CH2:10][C:11]1[CH:16]=[CH:15][C:14]([C:17]2[N:22]=[CH:21][C:20]([C:23]3[CH:28]=[CH:27][C:26]([O:29][CH2:30][CH2:31][CH2:32][CH2:33][CH2:34][CH2:35][CH3:36])=[CH:25][CH:24]=3)=[CH:19][N:18]=2)=[CH:13][CH:12]=1)[C:3]([O:5]C(C)(C)C)=[O:4].[C:37]([C:41]1[S:45][C:44]([C:46](O)=[O:47])=[CH:43][CH:42]=1)([CH3:40])([CH3:39])[CH3:38].CCN(C(C)C)C(C)C.CN(C(ON1N=NC2C=CC=NC1=2)=[N+](C)C)C.F[P-](F)(F)(F)(F)F. The catalyst is CN(C=O)C.O. The product is [C:37]([C:41]1[S:45][C:44]([C:46]([NH:1][C@@H:2]([CH2:10][C:11]2[CH:12]=[CH:13][C:14]([C:17]3[N:22]=[CH:21][C:20]([C:23]4[CH:24]=[CH:25][C:26]([O:29][CH2:30][CH2:31][CH2:32][CH2:33][CH2:34][CH2:35][CH3:36])=[CH:27][CH:28]=4)=[CH:19][N:18]=3)=[CH:15][CH:16]=2)[C:3]([OH:5])=[O:4])=[O:47])=[CH:43][CH:42]=1)([CH3:40])([CH3:38])[CH3:39]. The yield is 0.750. (3) The reactants are Br[C:2]1[CH:3]=[C:4]([C:15]2[CH:22]=[CH:21][C:18]([C:19]#[N:20])=[CH:17][CH:16]=2)[S:5][C:6]=1[C:7]1[CH:12]=[CH:11][C:10]([O:13][CH3:14])=[CH:9][CH:8]=1.[Li]CCCC.CCCCCC.[F:34][C:35]1([F:46])[C:39]([F:40])=[C:38](F)[C:37]([F:43])([F:42])[C:36]1([F:45])[F:44]. The catalyst is C1COCC1. The product is [CH3:14][O:13][C:10]1[CH:11]=[CH:12][C:7]([C:6]2[S:5][C:4]([C:15]3[CH:22]=[CH:21][C:18]([C:19]#[N:20])=[CH:17][CH:16]=3)=[CH:3][C:2]=2[C:38]2[C:37]([F:43])([F:42])[C:36]([F:44])([F:45])[C:35]([F:34])([F:46])[C:39]=2[F:40])=[CH:8][CH:9]=1. The yield is 0.613. (4) The reactants are [Cl:1][C:2]1[CH:24]=[CH:23][C:5]([C:6]([NH:8][C:9]2[C:14]([F:15])=[C:13]([F:16])[C:12]([C:17]([F:20])([F:19])[F:18])=[C:11]([F:21])[C:10]=2[F:22])=[O:7])=[CH:4][CH:3]=1.[O-]S(C(F)(F)[F:30])(=O)=O.F[N+]1C(C)=CC(C)=CC=1C. No catalyst specified. The product is [Cl:1][C:2]1[CH:24]=[CH:23][C:5]([C:6]([NH:8][C:9]2[C:10]([F:22])=[C:11]([F:21])[C:12]([C:17]([F:19])([F:20])[F:18])=[C:13]([F:16])[C:14]=2[F:15])=[O:7])=[C:4]([F:30])[CH:3]=1. The yield is 0.660. (5) The reactants are [NH:1]1[C:9]2[C:4](=[C:5]([CH2:10][N:11]3[C:16]4([CH2:21][CH2:20][N:19]([C:22]5[CH:31]=[N:30][C:29]6[C:24](=[CH:25][CH:26]=[CH:27][CH:28]=6)[N:23]=5)[CH2:18][CH2:17]4)[CH2:15][CH2:14][CH2:13][C:12]3=[O:32])[CH:6]=[CH:7][CH:8]=2)[CH:3]=[CH:2]1.[H-].[Na+].[CH3:35]I.O. The catalyst is C1COCC1. The product is [CH3:35][N:1]1[C:9]2[C:4](=[C:5]([CH2:10][N:11]3[C:16]4([CH2:17][CH2:18][N:19]([C:22]5[CH:31]=[N:30][C:29]6[C:24](=[CH:25][CH:26]=[CH:27][CH:28]=6)[N:23]=5)[CH2:20][CH2:21]4)[CH2:15][CH2:14][CH2:13][C:12]3=[O:32])[CH:6]=[CH:7][CH:8]=2)[CH:3]=[CH:2]1. The yield is 0.500. (6) The reactants are [NH2:1][C:2]1[N:7]=[CH:6][N:5]=[C:4]2[N:8]([CH:12]([C:14]3[O:15][C:16]4[C:21]([C:22](=[O:30])[C:23]=3[C:24]3[CH:29]=[CH:28][CH:27]=[CH:26][CH:25]=3)=[CH:20][CH:19]=[CH:18][CH:17]=4)[CH3:13])[N:9]=[C:10](I)[C:3]=12.[NH:31]1[C:39]2[C:34](=[CH:35][CH:36]=[C:37](B3OC(C)(C)C(C)(C)O3)[CH:38]=2)[CH:33]=[N:32]1.C(=O)([O-])[O-].[Na+].[Na+].ClCCl. The catalyst is CN(C=O)C.C(O)C.O. The product is [NH2:1][C:2]1[N:7]=[CH:6][N:5]=[C:4]2[N:8]([CH:12]([C:14]3[O:15][C:16]4[C:21]([C:22](=[O:30])[C:23]=3[C:24]3[CH:29]=[CH:28][CH:27]=[CH:26][CH:25]=3)=[CH:20][CH:19]=[CH:18][CH:17]=4)[CH3:13])[N:9]=[C:10]([C:37]3[CH:38]=[C:39]4[C:34]([CH:33]=[N:32][NH:31]4)=[CH:35][CH:36]=3)[C:3]=12. The yield is 0.100. (7) The catalyst is CN(C=O)C.O. The yield is 0.938. The product is [CH:3]1([S:9][C:11]2[N:18]=[C:17]([C:19]([F:22])([F:20])[F:21])[CH:16]=[CH:15][C:12]=2[C:13]#[N:14])[CH2:8][CH2:7][CH2:6][CH2:5][CH2:4]1. The reactants are [H-].[Na+].[CH:3]1([SH:9])[CH2:8][CH2:7][CH2:6][CH2:5][CH2:4]1.Cl[C:11]1[N:18]=[C:17]([C:19]([F:22])([F:21])[F:20])[CH:16]=[CH:15][C:12]=1[C:13]#[N:14].[NH4+].[Cl-]. (8) The reactants are [CH3:1][C:2]1([CH3:12])[O:6][C:5](=[CH:7][C:8](Cl)=[O:9])[C:4](=[O:11])[O:3]1.[CH3:13][C:14]1[CH:23]=[CH:22][CH:21]=[CH:20][C:15]=1[CH2:16][NH:17][O:18][CH3:19]. No catalyst specified. The product is [CH3:1][C:2]1([CH3:12])[O:6][C:5](=[CH:7][C:8]([N:17]([O:18][CH3:19])[CH2:16][C:15]2[CH:20]=[CH:21][CH:22]=[CH:23][C:14]=2[CH3:13])=[O:9])[C:4](=[O:11])[O:3]1. The yield is 1.00. (9) The reactants are [C:1]([O:5][C:6]([NH:8][C@@H:9]([CH2:13][C:14]1[CH:19]=[CH:18][C:17]([N+:20]([O-:22])=[O:21])=[CH:16][CH:15]=1)[C:10]([OH:12])=[O:11])=[O:7])([CH3:4])([CH3:3])[CH3:2].[C:23](=O)(O)[O-].[Na+].CI. The catalyst is CN(C=O)C.C(OCC)(=O)C. The product is [C:1]([O:5][C:6]([NH:8][C@@H:9]([CH2:13][C:14]1[CH:19]=[CH:18][C:17]([N+:20]([O-:22])=[O:21])=[CH:16][CH:15]=1)[C:10]([O:12][CH3:23])=[O:11])=[O:7])([CH3:4])([CH3:2])[CH3:3]. The yield is 0.980. (10) The reactants are [F:1][C:2]1[CH:3]=[CH:4][C:5]([OH:28])=[C:6]([C:8]2[CH:13]=[CH:12][CH:11]=[C:10]([S:14]([NH:17][C:18]3[CH:26]=[CH:25][C:21]([C:22]([OH:24])=[O:23])=[C:20]([OH:27])[CH:19]=3)(=[O:16])=[O:15])[CH:9]=2)[CH:7]=1. The catalyst is C(O)CCO. The product is [F:1][C:2]1[CH:3]=[CH:4][C:5]([OH:28])=[C:6]([C:8]2[CH:13]=[CH:12][CH:11]=[C:10]([S:14]([NH:17][C:18]3[CH:26]=[CH:25][C:21]([C:22]([O:24][CH2:20][CH2:21][CH2:22][OH:23])=[O:23])=[C:20]([OH:27])[CH:19]=3)(=[O:15])=[O:16])[CH:9]=2)[CH:7]=1. The yield is 0.700.